This data is from Drug-target binding data from BindingDB using Kd measurements. The task is: Regression. Given a target protein amino acid sequence and a drug SMILES string, predict the binding affinity score between them. We predict pKd (pKd = -log10(Kd in M); higher means stronger binding). Dataset: bindingdb_kd. (1) The drug is Cc1cnc(Nc2ccc(OCCN3CCCC3)cc2)nc1Nc1cccc(S(=O)(=O)NC(C)(C)C)c1. The target protein (Q96NX5) has sequence MGRKEEDDCSSWKKQTTNIRKTFIFMEVLGSGAFSEVFLVKQRLTGKLFALKCIKKSPAFRDSSLENEIAVLKKIKHENIVTLEDIYESTTHYYLVMQLVSGGELFDRILERGVYTEKDASLVIQQVLSAVKYLHENGIVHRDLKPENLLYLTPEENSKIMITDFGLSKMEQNGIMSTACGTPGYVAPEVLAQKPYSKAVDCWSIGVITYILLCGYPPFYEETESKLFEKIKEGYYEFESPFWDDISESAKDFICHLLEKDPNERYTCEKALSHPWIDGNTALHRDIYPSVSLQIQKNFAKSKWRQAFNAAAVVHHMRKLHMNLHSPGVRPEVENRPPETQASETSRPSSPEITITEAPVLDHSVALPALTQLPCQHGRRPTAPGGRSLNCLVNGSLHISSSLVPMHQGSLAAGPCGCCSSCLNIGSKGKSSYCSEPTLLKKANKKQNFKSEVMVPVKASGSSHCRAGQTGVCLIM. The pKd is 5.5. (2) The pKd is 5.0. The target protein (P49761) has sequence MPVLSARRRELADHAGSGRRSGPSPTARSGPHLSALRAQPARAAHLSGRGTYVRRDTAGGGPGQARPLGPPGTSLLGRGARRSGEGWCPGAFESGARAARPPSRVEPRLATAASREGAGLPRAEVAAGSGRGARSGEWGLAAAGAWETMHHCKRYRSPEPDPYLSYRWKRRRSYSREHEGRLRYPSRREPPPRRSRSRSHDRLPYQRRYRERRDSDTYRCEERSPSFGEDYYGPSRSRHRRRSRERGPYRTRKHAHHCHKRRTRSCSSASSRSQQSSKRSSRSVEDDKEGHLVCRIGDWLQERYEIVGNLGEGTFGKVVECLDHARGKSQVALKIIRNVGKYREAARLEINVLKKIKEKDKENKFLCVLMSDWFNFHGHMCIAFELLGKNTFEFLKENNFQPYPLPHVRHMAYQLCHALRFLHENQLTHTDLKPENILFVNSEFETLYNEHKSCEEKSVKNTSIRVADFGSATFDHEHHTTIVATRHYRPPEVILELGWA.... The small molecule is Oc1ccc(-c2nc(-c3ccncc3)c(-c3ccc(F)cc3)[nH]2)cc1. (3) The small molecule is Cc1sc2c(c1C)C(c1ccc(Cl)cc1)=N[C@@H](CC(=O)OC(C)(C)C)c1nnc(C)n1-2. The target protein sequence is NPPPPETSNPNKPKRQTNQLQYLLRVVLKTLWKHQFAWPFQQPVDAVKLNLPDYYKIIKTPMDMGTIKKRLENNYYWNAQECIQDFNTMFTNCYIYNKPGADIVLMAEALEKLFLQKINELPT. The pKd is 7.2. (4) The drug is CC[C@H](C)[C@H](NC(=O)[C@H](CCC(N)=O)NC(=O)[C@H](CC(=O)O)NC(=O)[C@H](Cc1ccccc1)NC(=O)[C@H](C)N)C(=O)N[C@@H](CC(=O)O)C(=O)N[C@@H](CC(N)=O)C(=O)N[C@@H](C)C(=O)N1CCC[C@H]1C(=O)N[C@@H](CCC(=O)O)C(=O)N[C@@H](CCC(=O)O)C(=O)O. The target protein sequence is AGKDYTVIANPGKVEVPGKIEVREFFWYGCPHCFKLEPHMQTWLKQIPSDVRFVRTPAAMNKVWEQGARTYYTSEALGVRKRTHLPLFHAIQVNGQQIFDQASAAKFFTRYGVPEQKFNSTYNSFAVTAKVAESNKLAQQYQLTGVPAVVVNGKYVVQGEDGKVTQVLNYLIEKERKAK. The pKd is 6.8. (5) The drug is Cn1cc(-c2ccc3nnc(Sc4ccc5ncccc5c4)n3n2)cn1. The target protein (Q9Y6E0) has sequence MDSRAQLWGLALNKRRATLPHPGGSTNLKADPEELFTKLEKIGKGSFGEVFKGIDNRTQKVVAIKIIDLEEAEDEIEDIQQEITVLSQCDSPYVTKYYGSYLKDTKLWIIMEYLGGGSALDLLEPGPLDETQIATILREILKGLDYLHSEKKIHRDIKAANVLLSEHGEVKLADFGVAGQLTDTQIKRNTFVGTPFWMAPEVIKQSAYDSKADIWSLGITAIELARGEPPHSELHPMKVLFLIPKNNPPTLEGNYSKPLKEFVEACLNKEPSFRPTAKELLKHKFILRNAKKTSYLTELIDRYKRWKAEQSHDDSSSEDSDAETDGQASGGSDSGDWIFTIREKDPKNLENGALQPSDLDRNKMKDIPKRPFSQCLSTIISPLFAELKEKSQACGGNLGSIEELRGAIYLAEEACPGISDTMVAQLVQRLQRYSLSGGGTSSH. The pKd is 5.0. (6) The drug is Nc1nc2[nH]c(SCc3ccccc3F)nc2c(=O)[nH]1. The target protein sequence is MIQAYLGLGSNIGDRESQLNDAIKILNEYDGINVSNISPIYETAPVGYTEQPNFLNLCVEIQTTLTVLQLLECCLKTEECLHRIRKERWGPRTLDVDILLYGEEMIDLPKLSVPHPRMNERAFVLIPLNDIAANVVEPRSKLKVKDLVFVDDSVKRYK. The pKd is 6.3. (7) The drug is Oc1c(Cl)cc(CC=Nc2cc(O)c3cccnc3c2O)cc1Cl. The pKd is 5.1. The target protein (P15311) has sequence MPKPINVRVTTMDAELEFAIQPNTTGKQLFDQVVKTIGLREVWYFGLHYVDNKGFPTWLKLDKKVSAQEVRKENPLQFKFRAKFYPEDVAEELIQDITQKLFFLQVKEGILSDEIYCPPETAVLLGSYAVQAKFGDYNKEVHKSGYLSSERLIPQRVMDQHKLTRDQWEDRIQVWHAEHRGMLKDNAMLEYLKIAQDLEMYGINYFEIKNKKGTDLWLGVDALGLNIYEKDDKLTPKIGFPWSEIRNISFNDKKFVIKPIDKKAPDFVFYAPRLRINKRILQLCMGNHELYMRRRKPDTIEVQQMKAQAREEKHQKQLERQQLETEKKRRETVEREKEQMMREKEELMLRLQDYEEKTKKAERELSEQIQRALQLEEERKRAQEEAERLEADRMAALRAKEELERQAVDQIKSQEQLAAELAEYTAKIALLEEARRRKEDEVEEWQHRAKEAQDDLVKTKEELHLVMTAPPPPPPPVYEPVSYHVQESLQDEGAEPTGYS.... (8) The compound is C=CC1=C(C)c2cc3[n-]c(cc4[n-]c(cc5nc(cc1n2)C(C)=C5C=C)c(C)c4CCC(=O)O)c(CCC(=O)O)c3C. The target protein sequence is HHHHHHHHMLARALLLCAVLALSHTANPCCSHPCQNRGVCMSVGFDQYKCDCTRTGFYGENCSTPEFLTRIKLFLKPTPNTVHYILTHFKGFWNVVNNIPFLRNAIMSYVLTSQSHLIDSPPTYNADYGYKSWEAFSNLSYYTRALPPVPDDCPTPLGVKGKKQLPDSNEIVEKLLLRRKFIPDPQGSNMMFAFFAQHFTHQFFKTDHKRGPAFTNGLGHGVDLNHIYGETLARQRKLRLFKDGKMKYQIIDGEMYPPTVKDTQAEMIYPPQVPEHLRFAVGQEVFGLVPGLMMYATIWLREHNRVCDVLKQEHPEWGDEQLFQTSRLILIGETIKIVIEDYVQHLSGYHFKLKFDPELLFNKQFQYQNRIAAEFNTLYHWHPLLPDTFQIHDQKYNYQQFIYNNSILLEHGITQFVESFTRQIAGRVAGGRNVPPAVQKVSQASIDQSRQMKYQSFNEYRKRFMLKPYESFEELTGEKEMSAELEALYGDIDAVELYPA.... The pKd is 6.7.